Task: Predict the product of the given reaction.. Dataset: Forward reaction prediction with 1.9M reactions from USPTO patents (1976-2016) (1) Given the reactants Cl[C:2]1[N:7]=[C:6]([CH3:8])[C:5]([CH2:9][N:10]2[CH2:15][CH2:14][O:13][CH2:12][CH2:11]2)=[CH:4][CH:3]=1.[NH2:16][C:17]1[S:18][C:19]([C:25]2[C:30]([F:31])=[CH:29][C:28]([C:32]([OH:35])([CH3:34])[CH3:33])=[CH:27][C:26]=2[F:36])=[CH:20][C:21]=1[C:22]([NH2:24])=[O:23], predict the reaction product. The product is: [F:36][C:26]1[CH:27]=[C:28]([C:32]([OH:35])([CH3:34])[CH3:33])[CH:29]=[C:30]([F:31])[C:25]=1[C:19]1[S:18][C:17]([NH:16][C:2]2[CH:3]=[CH:4][C:5]([CH2:9][N:10]3[CH2:15][CH2:14][O:13][CH2:12][CH2:11]3)=[C:6]([CH3:8])[N:7]=2)=[C:21]([C:22]([NH2:24])=[O:23])[CH:20]=1. (2) Given the reactants [C:1]1(C)C=CC(S(O)(=O)=O)=CC=1.[CH3:12][CH:13]([CH3:24])[C:14]([C:16]1[CH:21]=[CH:20][C:19]([S:22][CH3:23])=[CH:18][CH:17]=1)=[O:15].C1(SC)C=CC=CC=1.C(Cl)(=O)C(C)C, predict the reaction product. The product is: [CH3:1][O:15][C:14]([C:16]1[CH:17]=[CH:18][C:19]([S:22][CH3:23])=[CH:20][CH:21]=1)=[C:13]([CH3:24])[CH3:12]. (3) The product is: [CH3:18][CH:14]1[CH2:15][CH2:16][CH2:17][CH:12]([NH:11][C:4]2[N:3]=[C:2]([NH:25][C:23]3[CH:22]=[N:21][N:20]([CH3:19])[CH:24]=3)[N:10]=[C:9]3[C:5]=2[N:6]=[CH:7][NH:8]3)[CH2:13]1. Given the reactants Cl[C:2]1[N:10]=[C:9]2[C:5]([N:6]=[CH:7][NH:8]2)=[C:4]([NH:11][CH:12]2[CH2:17][CH2:16][CH2:15][CH:14]([CH3:18])[CH2:13]2)[N:3]=1.[CH3:19][N:20]1[CH:24]=[C:23]([NH2:25])[CH:22]=[N:21]1.[Si](Cl)(C)(C)C, predict the reaction product. (4) Given the reactants [CH2:1]([N:8]1[CH2:15][CH:14]2[O:16][CH:10]([CH2:11][N:12](C(OCC3C=CC=CC=3)=O)[CH:13]2OC)[CH2:9]1)[C:2]1[CH:7]=[CH:6][CH:5]=[CH:4][CH:3]=1, predict the reaction product. The product is: [CH2:1]([N:8]1[CH2:15][CH:14]2[O:16][CH:10]([CH2:11][NH:12][CH2:13]2)[CH2:9]1)[C:2]1[CH:3]=[CH:4][CH:5]=[CH:6][CH:7]=1.